From a dataset of Full USPTO retrosynthesis dataset with 1.9M reactions from patents (1976-2016). Predict the reactants needed to synthesize the given product. (1) Given the product [Br:1][C:2]1[CH:11]=[C:10]2[C:5]([CH:6]=[CH:7][N:8]([CH2:22][C:21]3[CH:24]=[CH:25][C:18]([O:17][CH3:16])=[CH:19][CH:20]=3)[C:9]2=[O:12])=[CH:4][C:3]=1[F:13], predict the reactants needed to synthesize it. The reactants are: [Br:1][C:2]1[CH:11]=[C:10]2[C:5]([CH:6]=[CH:7][NH:8][C:9]2=[O:12])=[CH:4][C:3]=1[F:13].[H-].[Na+].[CH3:16][O:17][C:18]1[CH:25]=[CH:24][C:21]([CH2:22]Cl)=[CH:20][CH:19]=1. (2) Given the product [CH:1]1([CH2:7][CH2:8][CH2:9][C@@H:10]([C:19]2[O:23][N:22]=[C:21]([CH2:24][NH:42][CH:36]3[CH2:41][CH2:40][CH2:39][CH2:38][CH2:37]3)[N:20]=2)[CH2:11][C:12]([O:14][C:15]([CH3:17])([CH3:18])[CH3:16])=[O:13])[CH2:6][CH2:5][CH2:4][CH2:3][CH2:2]1, predict the reactants needed to synthesize it. The reactants are: [CH:1]1([CH2:7][CH2:8][CH2:9][C@@H:10]([C:19]2[O:23][N:22]=[C:21]([CH2:24]OS(C3C=CC(C)=CC=3)(=O)=O)[N:20]=2)[CH2:11][C:12]([O:14][C:15]([CH3:18])([CH3:17])[CH3:16])=[O:13])[CH2:6][CH2:5][CH2:4][CH2:3][CH2:2]1.[CH:36]1([NH2:42])[CH2:41][CH2:40][CH2:39][CH2:38][CH2:37]1. (3) Given the product [Cl:1][C:2]1[CH:7]=[CH:6][C:5]([CH:8]([NH2:10])[CH3:9])=[C:4]([N+:17]([O-:19])=[O:18])[C:3]=1[F:20], predict the reactants needed to synthesize it. The reactants are: [Cl:1][C:2]1[CH:7]=[CH:6][C:5]([CH:8]([NH:10]C(=O)C(F)(F)F)[CH3:9])=[C:4]([N+:17]([O-:19])=[O:18])[C:3]=1[F:20].O.[OH-].[Li+]. (4) The reactants are: [CH3:1][O:2][C:3]([C:5]1[C:10](Br)=[C:9]([NH2:12])[N:8]=[C:7]([C:13]2[CH:18]=[CH:17][C:16]([Cl:19])=[C:15]([O:20][CH3:21])[C:14]=2[F:22])[N:6]=1)=[O:4].[CH:23](/B(O)O)=[CH:24]\[CH3:25].[F-].[Cs+].O. Given the product [CH3:1][O:2][C:3]([C:5]1[C:10](/[CH:23]=[CH:24]/[CH3:25])=[C:9]([NH2:12])[N:8]=[C:7]([C:13]2[CH:18]=[CH:17][C:16]([Cl:19])=[C:15]([O:20][CH3:21])[C:14]=2[F:22])[N:6]=1)=[O:4], predict the reactants needed to synthesize it. (5) Given the product [Cl:24][C:21]1[CH:20]=[CH:19][C:18]([C:12]2[C:11]3[CH2:10][CH2:9][NH:8][CH2:17][CH2:16][C:15]=3[N:14]([CH:26]3[CH2:33][CH2:32][CH2:31][CH2:30][CH2:29][CH2:28][CH2:27]3)[N:13]=2)=[CH:23][CH:22]=1, predict the reactants needed to synthesize it. The reactants are: C(OC([N:8]1[CH2:17][CH2:16][C:15]2[NH:14][N:13]=[C:12]([C:18]3[CH:23]=[CH:22][C:21]([Cl:24])=[CH:20][CH:19]=3)[C:11]=2[CH2:10][CH2:9]1)=O)(C)(C)C.Cl[CH:26]1[CH2:33][CH2:32][CH2:31][CH2:30][CH2:29][CH2:28][CH2:27]1.C(OC(N1CCC2NN(C3CCCCCCC3)C(C3C=CC(Cl)=CC=3)C=2CC1)=O)(C)(C)C. (6) The reactants are: [F:1][C:2]1[CH:3]=[C:4]([CH:34]=[CH:35][C:36]=1[OH:37])[C:5]([CH2:7][NH:8][C:9]1[CH:14]=[C:13]([O:15][CH3:16])[CH:12]=[CH:11][C:10]=1[CH:17]1[CH2:26][CH2:25][C:24]2[CH:23]=[C:22]([O:27]C(=O)C(C)(C)C)[CH:21]=[CH:20][C:19]=2[CH2:18]1)=O.[N:38]1([C:45](=O)[CH2:46]Cl)[CH2:44][CH2:43][CH2:42][CH2:41][CH2:40][CH2:39]1. Given the product [N:38]1([CH2:45][CH2:46][O:37][C:36]2[CH:35]=[CH:34][C:4]([CH2:5][CH2:7][NH:8][C:9]3[CH:14]=[C:13]([O:15][CH3:16])[CH:12]=[CH:11][C:10]=3[CH:17]3[CH2:26][CH2:25][C:24]4[CH:23]=[C:22]([OH:27])[CH:21]=[CH:20][C:19]=4[CH2:18]3)=[CH:3][C:2]=2[F:1])[CH2:44][CH2:43][CH2:42][CH2:41][CH2:40][CH2:39]1, predict the reactants needed to synthesize it. (7) Given the product [CH:7]1([C@@H:3]([O:2][CH3:1])[C:4]([OH:6])=[O:5])[CH2:12][CH2:11][CH2:10][CH2:9][CH2:8]1, predict the reactants needed to synthesize it. The reactants are: [CH3:1][O:2][C@H:3]([C:7]1[CH:12]=[CH:11][CH:10]=[CH:9][CH:8]=1)[C:4]([OH:6])=[O:5].